This data is from Forward reaction prediction with 1.9M reactions from USPTO patents (1976-2016). The task is: Predict the product of the given reaction. Given the reactants [OH-].[Na+].[Br:3][C:4]1[CH:20]=[CH:19][C:7]([C:8]([C@H:10]2[CH2:14][CH2:13][CH2:12][C@H:11]2[C:15]([O:17]C)=[O:16])=[O:9])=[CH:6][CH:5]=1, predict the reaction product. The product is: [Br:3][C:4]1[CH:5]=[CH:6][C:7]([C:8]([C@@H:10]2[CH2:14][CH2:13][CH2:12][C@H:11]2[C:15]([OH:17])=[O:16])=[O:9])=[CH:19][CH:20]=1.